From a dataset of Forward reaction prediction with 1.9M reactions from USPTO patents (1976-2016). Predict the product of the given reaction. (1) Given the reactants [C:1]([O:9][C:10]1[CH:11]=[C:12]([Cl:18])[C:13]([OH:17])=[C:14]([I:16])[CH:15]=1)(=[O:8])[C:2]1[CH:7]=[CH:6][CH:5]=[CH:4][CH:3]=1.[F:19][C:20]([F:33])([F:32])[C:21]1[CH:22]=[CH:23][C:24]([O:27][CH2:28][CH2:29][CH2:30]O)=[N:25][CH:26]=1.C1(P(C2C=CC=CC=2)C2C=CC=CC=2)C=CC=CC=1.N(C(OCC)=O)=NC(OCC)=O, predict the reaction product. The product is: [C:1]([O:9][C:10]1[CH:11]=[C:12]([Cl:18])[C:13]([O:17][CH2:30][CH2:29][CH2:28][O:27][C:24]2[CH:23]=[CH:22][C:21]([C:20]([F:33])([F:19])[F:32])=[CH:26][N:25]=2)=[C:14]([I:16])[CH:15]=1)(=[O:8])[C:2]1[CH:3]=[CH:4][CH:5]=[CH:6][CH:7]=1. (2) The product is: [CH2:24]([NH:26][C:19](=[O:21])[C:18]1[CH:22]=[CH:23][C:15]([O:14][CH2:13][C:3]2[C:4]([C:7]3[CH:8]=[CH:9][CH:10]=[CH:11][CH:12]=3)=[N:5][O:6][C:2]=2[CH3:1])=[N:16][CH:17]=1)[CH3:25]. Given the reactants [CH3:1][C:2]1[O:6][N:5]=[C:4]([C:7]2[CH:12]=[CH:11][CH:10]=[CH:9][CH:8]=2)[C:3]=1[CH2:13][O:14][C:15]1[CH:23]=[CH:22][C:18]([C:19]([OH:21])=O)=[CH:17][N:16]=1.[CH2:24]([NH2:26])[CH3:25], predict the reaction product.